This data is from Reaction yield outcomes from USPTO patents with 853,638 reactions. The task is: Predict the reaction yield, written as a fraction of the theoretical maximum amount of product (1.0 means a 100% yield; for example, 0.34 means a 34% yield). (1) The product is [CH:1]([NH:4][C:5]([C@@H:7]1[CH2:8][CH2:9][C@H:10]([N:13]2[C:21]3[CH:20]=[C:19]([O:22][CH2:23][CH2:24][N:25]4[CH2:30][CH2:29][CH2:28][CH2:27][CH2:26]4)[N:18]=[CH:17][C:16]=3[NH:15]/[C:14]/2=[N:31]\[C:32](=[O:33])[C:34]2[CH:35]=[CH:36][CH:37]=[C:38]([O:45][C:44]([F:56])([F:55])[F:43])[CH:42]=2)[CH2:11][CH2:12]1)=[O:6])([CH3:2])[CH3:3]. The yield is 0.503. No catalyst specified. The reactants are [CH:1]([NH:4][C:5]([C@@H:7]1[CH2:12][CH2:11][C@H:10]([N:13]2[C:21]3[CH:20]=[C:19]([O:22][CH2:23][CH2:24][N:25]4[CH2:30][CH2:29][CH2:28][CH2:27][CH2:26]4)[N:18]=[CH:17][C:16]=3[NH:15]/[C:14]/2=[N:31]\[C:32]([C:34]2[CH:35]=[CH:36][C:37]3C=CS[C:38]=3[CH:42]=2)=[O:33])[CH2:9][CH2:8]1)=[O:6])([CH3:3])[CH3:2].[F:43][C:44]([F:56])([F:55])[O:45]C1C=C(C=CC=1)C(O)=O. (2) The catalyst is C(O)(=O)C. The reactants are [S-:1][C:2]#[N:3].[K+].[NH2:5][C:6]1[CH:15]=[C:14]2[C:9]([CH2:10][CH2:11][NH:12][C:13]2=[O:16])=[CH:8][CH:7]=1.BrBr.C(OCC)(=O)C. The yield is 0.583. The product is [NH2:3][C:2]1[S:1][C:15]2[C:14]3[C:13](=[O:16])[NH:12][CH2:11][CH2:10][C:9]=3[CH:8]=[CH:7][C:6]=2[N:5]=1. (3) The catalyst is CN(C)C=O. The product is [CH2:1]([O:8][C:9]1[CH:14]=[C:13]([O:15][CH3:16])[CH:12]=[CH:11][C:10]=1[C:17]([C:19]1[CH:20]=[N:21][C:22]([O:40][CH2:39][CH2:38][C:28]2[N:29]=[C:30]([C:32]3[CH:37]=[CH:36][CH:35]=[CH:34][CH:33]=3)[O:31][C:27]=2[CH3:26])=[CH:23][CH:24]=1)=[O:18])[C:2]1[CH:7]=[CH:6][CH:5]=[CH:4][CH:3]=1. The yield is 0.930. The reactants are [CH2:1]([O:8][C:9]1[CH:14]=[C:13]([O:15][CH3:16])[CH:12]=[CH:11][C:10]=1[C:17]([C:19]1[CH:20]=[N:21][C:22](Cl)=[CH:23][CH:24]=1)=[O:18])[C:2]1[CH:7]=[CH:6][CH:5]=[CH:4][CH:3]=1.[CH3:26][C:27]1[O:31][C:30]([C:32]2[CH:37]=[CH:36][CH:35]=[CH:34][CH:33]=2)=[N:29][C:28]=1[CH2:38][CH2:39][OH:40].[H-].[Na+].[Cl-].[NH4+].